From a dataset of Peptide-MHC class I binding affinity with 185,985 pairs from IEDB/IMGT. Regression. Given a peptide amino acid sequence and an MHC pseudo amino acid sequence, predict their binding affinity value. This is MHC class I binding data. (1) The peptide sequence is YTVKYPNP. The MHC is H-2-Db with pseudo-sequence H-2-Db. The binding affinity (normalized) is 0. (2) The peptide sequence is KIRSEELSF. The MHC is HLA-B07:02 with pseudo-sequence HLA-B07:02. The binding affinity (normalized) is 0.